Task: Predict the reaction yield, written as a fraction of the theoretical maximum amount of product (1.0 means a 100% yield; for example, 0.34 means a 34% yield).. Dataset: Reaction yield outcomes from USPTO patents with 853,638 reactions (1) The reactants are C([NH:4]/[N:5]=[CH:6]/[C:7](/[C:14]([F:17])([F:16])[F:15])=[CH:8]\[C:9](OCC)=[O:10])(=O)N.C([O-])([O-])=O.[Na+].[Na+]. The catalyst is Cl. The product is [F:15][C:14]([F:17])([F:16])[C:7]1[CH:6]=[N:5][NH:4][C:9](=[O:10])[CH:8]=1. The yield is 0.450. (2) The reactants are Cl.[CH2:2]([C@@H:5]1[C@H:14]2[CH2:15][CH2:16][N:17]([C:18]([C@H:20]3[CH2:25][CH2:24][CH2:23][CH2:22][C@H:21]3[NH2:26])=[O:19])[C@H:13]2[C:12]2[CH:11]=[CH:10][CH:9]=[CH:8][C:7]=2[NH:6]1)[CH2:3][CH3:4].[CH3:27][C:28]1[NH:32][C:31]2[CH:33]=[CH:34][C:35]([C:37](O)=[O:38])=[CH:36][C:30]=2[N:29]=1.C(N(CC)CC)C.CCOC(OC(OCC)=O)=O. The catalyst is CN(C=O)C.O. The product is [CH3:27][C:28]1[NH:32][C:31]2[CH:33]=[CH:34][C:35]([C:37]([NH:26][C@@H:21]3[CH2:22][CH2:23][CH2:24][CH2:25][C@@H:20]3[C:18]([N:17]3[C@@H:13]4[C@@H:14]([C@H:5]([CH2:2][CH2:3][CH3:4])[NH:6][C:7]5[CH:8]=[CH:9][CH:10]=[CH:11][C:12]=54)[CH2:15][CH2:16]3)=[O:19])=[O:38])=[CH:36][C:30]=2[N:29]=1. The yield is 0.470.